Task: Predict the reaction yield, written as a fraction of the theoretical maximum amount of product (1.0 means a 100% yield; for example, 0.34 means a 34% yield).. Dataset: Reaction yield outcomes from USPTO patents with 853,638 reactions (1) The reactants are C([Li:5])CCC.[CH3:6][Si:7]([CH3:21])([CH3:20])[O:8][CH2:9][CH2:10][C:11]1[C:19]2[C:14](=[CH:15][CH:16]=[CH:17][CH:18]=2)[CH2:13][CH:12]=1. The catalyst is CCCCCC.CCOCC. The product is [CH3:20][Si:7]([CH3:6])([CH3:21])[O:8][CH2:9][CH2:10][C-:11]1[C:19]2[C:14](=[CH:15][CH:16]=[CH:17][CH:18]=2)[CH:13]=[CH:12]1.[Li+:5]. The yield is 0.915. (2) The reactants are [NH2:1][C:2]1([C:8]([OH:10])=[O:9])[CH2:7][CH2:6][CH2:5][CH2:4][CH2:3]1.S(Cl)([Cl:13])=O.[CH3:15]O. No catalyst specified. The product is [ClH:13].[CH3:15][O:9][C:8]([C:2]1([NH2:1])[CH2:7][CH2:6][CH2:5][CH2:4][CH2:3]1)=[O:10]. The yield is 0.790. (3) The yield is 0.750. The catalyst is ClCCl.[Ti](Cl)(Cl)(Cl)Cl. The product is [CH:29]([C:18]1[C:13]2[O:12][CH2:11][CH:10]([C:7]3[CH:6]=[CH:5][C:4]([CH:1]([CH3:2])[CH3:3])=[CH:9][CH:8]=3)[C:14]=2[C:15]([CH3:28])=[C:16]([NH:20][C:21](=[O:27])[CH2:22][C:23]([CH3:26])([CH3:25])[CH3:24])[C:17]=1[CH3:19])=[O:30]. The reactants are [CH:1]([C:4]1[CH:9]=[CH:8][C:7]([CH:10]2[C:14]3[C:15]([CH3:28])=[C:16]([NH:20][C:21](=[O:27])[CH2:22][C:23]([CH3:26])([CH3:25])[CH3:24])[C:17]([CH3:19])=[CH:18][C:13]=3[O:12][CH2:11]2)=[CH:6][CH:5]=1)([CH3:3])[CH3:2].[CH3:29][O:30]C(Cl)Cl.O. (4) The reactants are C1(C)C=CC=CC=1.N1CCCCC1.[CH3:14][N:15]1[C:24]2[C:19](=[CH:20][C:21]([CH3:38])=[C:22]([C:25]3[CH:26]=[C:27]([CH:30]=[CH:31][C:32]=3[O:33][C:34]([F:37])([F:36])[F:35])[CH:28]=O)[CH:23]=2)[C:18]([CH3:40])([CH3:39])[CH2:17][C:16]1=[O:41].[S:42]1[CH2:46][C:45](=[O:47])[NH:44][C:43]1=[O:48]. The catalyst is C(OCC)(=O)C.C(O)(=O)C. The product is [CH3:14][N:15]1[C:24]2[C:19](=[CH:20][C:21]([CH3:38])=[C:22]([C:25]3[CH:26]=[C:27]([CH:30]=[CH:31][C:32]=3[O:33][C:34]([F:35])([F:37])[F:36])[CH:28]=[C:46]3[S:42][C:43](=[O:48])[NH:44][C:45]3=[O:47])[CH:23]=2)[C:18]([CH3:39])([CH3:40])[CH2:17][C:16]1=[O:41]. The yield is 0.460. (5) The reactants are C[O:2][C:3]([C:5]1([CH3:19])[CH2:9][O:8][C:7]([CH3:11])([CH3:10])[N:6]1[C:12]([O:14][C:15]([CH3:18])([CH3:17])[CH3:16])=[O:13])=[O:4].O[Li].O. The catalyst is C1COCC1.O. The product is [C:15]([O:14][C:12]([N:6]1[C:5]([CH3:19])([C:3]([OH:4])=[O:2])[CH2:9][O:8][C:7]1([CH3:11])[CH3:10])=[O:13])([CH3:18])([CH3:16])[CH3:17]. The yield is 0.850.